This data is from HIV replication inhibition screening data with 41,000+ compounds from the AIDS Antiviral Screen. The task is: Binary Classification. Given a drug SMILES string, predict its activity (active/inactive) in a high-throughput screening assay against a specified biological target. The compound is O=C1OC(=O)c2c1c(-c1ccccc1)cn2-c1ccc(Cl)cc1. The result is 0 (inactive).